This data is from Full USPTO retrosynthesis dataset with 1.9M reactions from patents (1976-2016). The task is: Predict the reactants needed to synthesize the given product. (1) Given the product [OH:44][CH2:45][C:39]([O:40][CH:23]([C:5]1[C:6]2[N:7]3[CH2:14][CH2:13][CH2:12][N:11]([C:15]4[CH:20]=[CH:19][C:18]([Cl:21])=[CH:17][C:16]=4[Cl:22])[C:8]3=[N:9][C:10]=2[C:2]([Cl:1])=[CH:3][CH:4]=1)[CH2:24][CH3:25])=[O:42], predict the reactants needed to synthesize it. The reactants are: [Cl:1][C:2]1[C:10]2[N:9]=[C:8]3[N:11]([C:15]4[CH:20]=[CH:19][C:18]([Cl:21])=[CH:17][C:16]=4[Cl:22])[CH2:12][CH2:13][CH2:14][N:7]3[C:6]=2[C:5]([CH:23](C(O[Si](C(C)(C)C)(C)C)C([O-])=O)[CH2:24][CH3:25])=[CH:4][CH:3]=1.Cl.[C:39](=[O:42])([O-])[OH:40].[Na+].[O:44]1CCC[CH2:45]1. (2) Given the product [F:22][C:17]([F:23])([C:8]1[N:7]([CH:4]2[CH2:5][CH2:6][N:1]([CH2:25][CH2:26][CH2:27][S:28][C:29]3[CH:34]=[CH:33][C:32]([F:35])=[CH:31][CH:30]=3)[CH2:2][CH2:3]2)[C:11]2[CH:12]=[CH:13][C:14]([F:16])=[CH:15][C:10]=2[N:9]=1)[C:18]([F:21])([F:20])[F:19], predict the reactants needed to synthesize it. The reactants are: [NH:1]1[CH2:6][CH2:5][CH:4]([N:7]2[C:11]3[CH:12]=[CH:13][C:14]([F:16])=[CH:15][C:10]=3[N:9]=[C:8]2[C:17]([F:23])([F:22])[C:18]([F:21])([F:20])[F:19])[CH2:3][CH2:2]1.Br[CH2:25][CH2:26][CH2:27][S:28][C:29]1[CH:34]=[CH:33][C:32]([F:35])=[CH:31][CH:30]=1.C([O-])([O-])=O.[K+].[K+].O. (3) Given the product [Cl:1][C:2]1[CH:3]=[C:4]2[C:12](=[C:13]([NH:15][C:23]([CH:19]3[CH2:20][C:21](=[O:22])[N:17]([CH3:16])[C:18]3([CH3:27])[CH3:26])=[O:24])[CH:14]=1)[NH:11][C:10]1[CH:9]=[N:8][CH:7]=[CH:6][C:5]2=1, predict the reactants needed to synthesize it. The reactants are: [Cl:1][C:2]1[CH:3]=[C:4]2[C:12](=[C:13]([NH2:15])[CH:14]=1)[NH:11][C:10]1[CH:9]=[N:8][CH:7]=[CH:6][C:5]2=1.[CH3:16][N:17]1[C:21](=[O:22])[CH2:20][CH:19]([C:23](O)=[O:24])[C:18]1([CH3:27])[CH3:26].C([O-])(=O)C.[NH4+]. (4) The reactants are: CS([C:5]1[S:6][C:7]2[C:12]([N:13]=1)=[CH:11][CH:10]=[C:9]([C:14]1[CH:15]=[C:16]([CH:22]=[CH:23][CH:24]=1)[C:17]([O:19][CH2:20][CH3:21])=[O:18])[N:8]=2)(=O)=O.[NH3:25].CC(O)C. Given the product [NH2:25][C:5]1[S:6][C:7]2[C:12]([N:13]=1)=[CH:11][CH:10]=[C:9]([C:14]1[CH:15]=[C:16]([CH:22]=[CH:23][CH:24]=1)[C:17]([O:19][CH2:20][CH3:21])=[O:18])[N:8]=2, predict the reactants needed to synthesize it.